From a dataset of Full USPTO retrosynthesis dataset with 1.9M reactions from patents (1976-2016). Predict the reactants needed to synthesize the given product. (1) Given the product [Cl:1][C:2]1[CH:3]=[CH:4][C:5]([O:25][CH3:26])=[C:6]([NH:8][C:9](=[O:24])[CH2:10][N:11]2[C:15]3[CH2:16][N:17]([CH2:28][C:29]([O:31][CH2:32][CH3:33])=[O:30])[CH2:18][CH2:19][C:14]=3[C:13]([C:20]([F:23])([F:22])[F:21])=[N:12]2)[CH:7]=1, predict the reactants needed to synthesize it. The reactants are: [Cl:1][C:2]1[CH:3]=[CH:4][C:5]([O:25][CH3:26])=[C:6]([NH:8][C:9](=[O:24])[CH2:10][N:11]2[C:15]3[CH2:16][NH:17][CH2:18][CH2:19][C:14]=3[C:13]([C:20]([F:23])([F:22])[F:21])=[N:12]2)[CH:7]=1.Br[CH2:28][C:29]([O:31][CH2:32][CH3:33])=[O:30].C(=O)([O-])[O-].[K+].[K+]. (2) Given the product [C:38]([N:32]1[CH2:37][CH2:36][N:35]([C:2]2[CH:7]=[CH:6][C:5]([CH2:8][NH:9][S:10]([CH2:13][C:14]3[CH:19]=[CH:18][CH:17]=[CH:16][CH:15]=3)(=[O:12])=[O:11])=[CH:4][CH:3]=2)[CH2:34][CH2:33]1)(=[O:40])[CH3:39], predict the reactants needed to synthesize it. The reactants are: Br[C:2]1[CH:7]=[CH:6][C:5]([CH2:8][NH:9][S:10]([CH2:13][C:14]2[CH:19]=[CH:18][CH:17]=[CH:16][CH:15]=2)(=[O:12])=[O:11])=[CH:4][CH:3]=1.COC(C)(C)C.CC(C)([O-])C.[Na+].[N:32]1([C:38](=[O:40])[CH3:39])[CH2:37][CH2:36][NH:35][CH2:34][CH2:33]1. (3) Given the product [CH2:1]([O:3][C:4]([C:6]12[CH2:7][N:8]([CH2:9][CH2:10][C:11]1=[O:12])[CH2:27][C:22]1[CH:23]=[CH:24][CH:25]=[CH:26][C:21]=1[CH2:20]2)=[O:5])[CH3:2], predict the reactants needed to synthesize it. The reactants are: [CH2:1]([O:3][C:4]([C:6]1([CH2:20][C:21]2[CH:26]=[CH:25][CH:24]=[CH:23][C:22]=2[CH2:27]Br)[C:11](=[O:12])[CH2:10][CH2:9][N:8](C(OC(C)(C)C)=O)[CH2:7]1)=[O:5])[CH3:2]. (4) Given the product [CH3:28][N:13]([CH2:14][C:15]1[CH:20]=[CH:19][CH:18]=[C:17]([O:21][CH2:22][CH:23]([F:25])[F:24])[CH:16]=1)[CH2:12][CH2:11][C:6]1[C:5]2[C:9](=[CH:10][C:2]([Cl:1])=[CH:3][CH:4]=2)[NH:8][CH:7]=1, predict the reactants needed to synthesize it. The reactants are: [Cl:1][C:2]1[CH:10]=[C:9]2[C:5]([C:6]([CH2:11][CH2:12][NH:13][CH2:14][C:15]3[CH:20]=[CH:19][CH:18]=[C:17]([O:21][CH2:22][CH:23]([F:25])[F:24])[CH:16]=3)=[CH:7][NH:8]2)=[CH:4][CH:3]=1.C=O.[C:28](O[BH-](OC(=O)C)OC(=O)C)(=O)C.[Na+]. (5) Given the product [F:36][C:11]([F:10])([F:37])[C:12]1[CH:17]=[CH:16][C:15]([N:18]2[CH2:19][CH2:20][N:21]([S:24]([C:27]3[CH:28]=[C:29]4[C:33](=[CH:34][CH:35]=3)[NH:32][CH:31]=[CH:30]4)(=[O:26])=[O:25])[CH2:22][CH2:23]2)=[CH:14][CH:13]=1, predict the reactants needed to synthesize it. The reactants are: N1C2C(=CC=CC=2)C=C1.[F:10][C:11]([F:37])([F:36])[C:12]1[CH:17]=[CH:16][C:15]([N:18]2[CH2:23][CH2:22][N:21]([S:24]([C:27]3[CH:28]=[C:29]4[C:33](=[CH:34][CH:35]=3)[NH:32][CH2:31][CH2:30]4)(=[O:26])=[O:25])[CH2:20][CH2:19]2)=[CH:14][CH:13]=1.C(C1C(=O)C(Cl)=C(Cl)C(=O)C=1C#N)#N. (6) Given the product [CH:38]([O:41][CH2:42][CH2:43][CH2:44][NH:45][C:46]1[CH:53]=[C:52]([N:54]2[C:58]3=[N:59][CH:60]=[CH:61][C:62]([C:63]4[CH:64]=[N:65][C:66]5[C:71]([CH:72]=4)=[CH:70][CH:69]=[CH:68][CH:67]=5)=[C:57]3[C:56]([CH3:73])=[CH:55]2)[CH:51]=[CH:50][C:47]=1[C:48]([NH2:49])=[O:33])([CH3:39])[CH3:40], predict the reactants needed to synthesize it. The reactants are: BrC1C=C(N2C3=NC=CC(C4C=NC5C(C=4)=CC=CC=5)=C3C(C)=C2)C=CC=1C#N.C([O:33]CCCN)(C)C.[CH:38]([O:41][CH2:42][CH2:43][CH2:44][NH:45][C:46]1[CH:53]=[C:52]([N:54]2[C:58]3=[N:59][CH:60]=[CH:61][C:62]([C:63]4[CH:64]=[N:65][C:66]5[C:71]([CH:72]=4)=[CH:70][CH:69]=[CH:68][CH:67]=5)=[C:57]3[C:56]([CH3:73])=[CH:55]2)[CH:51]=[CH:50][C:47]=1[C:48]#[N:49])([CH3:40])[CH3:39].